Dataset: Full USPTO retrosynthesis dataset with 1.9M reactions from patents (1976-2016). Task: Predict the reactants needed to synthesize the given product. (1) Given the product [CH3:35][C:36]1([CH3:54])[O:41][CH2:40][CH:39]([CH2:42][O:27][C:24]2[CH:25]=[CH:26][C:21]([C:3]([C:6]3[CH:11]=[CH:10][C:9]([C:12]#[C:13][C:14]([CH2:15][CH3:16])([OH:17])[CH2:18][CH3:19])=[C:8]([CH3:20])[CH:7]=3)([CH2:4][CH3:5])[CH2:1][CH3:2])=[CH:22][C:23]=2[CH3:28])[CH2:38][O:37]1, predict the reactants needed to synthesize it. The reactants are: [CH2:1]([C:3]([C:21]1[CH:26]=[CH:25][C:24]([OH:27])=[C:23]([CH3:28])[CH:22]=1)([C:6]1[CH:11]=[CH:10][C:9]([C:12]#[C:13][C:14]([CH2:18][CH3:19])([OH:17])[CH2:15][CH3:16])=[C:8]([CH3:20])[CH:7]=1)[CH2:4][CH3:5])[CH3:2].C([O-])([O-])=O.[K+].[K+].[CH3:35][C:36]1([CH3:54])[O:41][CH2:40][CH:39]([CH2:42]OS(C2C=CC(C)=CC=2)(=O)=O)[CH2:38][O:37]1.[NH4+].[Cl-]. (2) Given the product [N:1]1[CH:6]=[CH:5][CH:4]=[C:3]([CH:7]([OH:10])[CH2:8][CH3:9])[CH:2]=1, predict the reactants needed to synthesize it. The reactants are: [N:1]1[CH:6]=[CH:5][CH:4]=[C:3]([C:7](=[O:10])[CH2:8][CH3:9])[CH:2]=1.[BH4-].[Na+].O. (3) Given the product [N:27]1[CH:22]=[CH:23][CH:24]=[CH:25][C:26]=1[C:21]1[C:44]([C:49]([N:2]2[CH2:7][CH2:6][CH2:5][C@@H:4]([C:8]([OH:11])([CH3:10])[CH3:9])[CH2:3]2)=[O:53])=[CH:15][O:19][N:20]=1, predict the reactants needed to synthesize it. The reactants are: Cl.[NH:2]1[CH2:7][CH2:6][CH2:5][C@@H:4]([C:8]([OH:11])([CH3:10])[CH3:9])[CH2:3]1.CN([C:15]([O:19][N:20]1N=[N:27][C:22]2[CH:23]=[CH:24][CH:25]=[CH:26][C:21]1=2)=[N+](C)C)C.[B-](F)(F)(F)F.C(N(C(C)C)C(C)C)C.N1C=CC=C[C:44]=1[C:49]1[O:53]N=CC=1C(O)=O. (4) Given the product [Cl:3][C:14]1[CH:13]=[CH:12][N:11]=[C:10]([C:6]([CH3:9])([CH3:8])[CH3:7])[CH:15]=1, predict the reactants needed to synthesize it. The reactants are: P(Cl)(Cl)([Cl:3])=O.[C:6]([C:10]1[CH2:15][C:14](=O)[CH:13]=[CH:12][N:11]=1)([CH3:9])([CH3:8])[CH3:7]. (5) Given the product [Cl:46][C:47]1[CH:48]=[CH:49][C:50]([NH:53][C:35](=[O:37])[C@@H:34]([C:38]2[CH:43]=[CH:42][C:41]([Cl:44])=[C:40]([Cl:45])[CH:39]=2)[CH2:33][CH:28]2[CH2:29][CH2:30][CH2:31][CH2:32]2)=[N:51][CH:52]=1, predict the reactants needed to synthesize it. The reactants are: C1(P(C2C=CC=CC=2)C2C=CC=CC=2)C=CC=CC=1.BrN1C(=O)CCC1=O.[CH:28]1([CH2:33][C@H:34]([C:38]2[CH:43]=[CH:42][C:41]([Cl:44])=[C:40]([Cl:45])[CH:39]=2)[C:35]([OH:37])=O)[CH2:32][CH2:31][CH2:30][CH2:29]1.[Cl:46][C:47]1[CH:48]=[CH:49][C:50]([NH2:53])=[N:51][CH:52]=1.N1C=CC=CC=1. (6) Given the product [O:14]1[C:15]2([CH2:21][CH2:20][N:19]([CH2:22][C:23]3[CH:28]=[C:27]([CH2:29][CH2:30][OH:31])[CH:26]=[CH:25][C:24]=3[F:32])[CH2:18][CH2:17]2)[CH2:16][NH:11][CH2:12][CH2:13]1, predict the reactants needed to synthesize it. The reactants are: C(=O)([O-])[O-].[Na+].[Na+].FC(F)(F)C([N:11]1[CH2:16][C:15]2([CH2:21][CH2:20][N:19]([CH2:22][C:23]3[CH:28]=[C:27]([CH2:29][CH2:30][OH:31])[CH:26]=[CH:25][C:24]=3[F:32])[CH2:18][CH2:17]2)[O:14][CH2:13][CH2:12]1)=O. (7) Given the product [C:1]([O:5][C:6](=[O:36])[NH:7][C:8]1([C:12]2[CH:17]=[CH:16][C:15]([C:18]3[C:27](=[O:28])[C:26]4[C:21](=[CH:22][CH:23]=[C:24]([Br:37])[CH:25]=4)[O:20][C:19]=3[C:30]3[CH:35]=[CH:34][CH:33]=[CH:32][CH:31]=3)=[CH:14][CH:13]=2)[CH2:11][CH2:10][CH2:9]1)([CH3:4])([CH3:3])[CH3:2], predict the reactants needed to synthesize it. The reactants are: [C:1]([O:5][C:6](=[O:36])[NH:7][C:8]1([C:12]2[CH:17]=[CH:16][C:15]([C:18]3[C:27](=[O:28])[C:26]4[C:21](=[CH:22][CH:23]=[C:24](F)[CH:25]=4)[O:20][C:19]=3[C:30]3[CH:35]=[CH:34][CH:33]=[CH:32][CH:31]=3)=[CH:14][CH:13]=2)[CH2:11][CH2:10][CH2:9]1)([CH3:4])([CH3:3])[CH3:2].[Br:37]C1C=C2C(=CC=1)OC(C1C=CC=CC=1)=C(I)C2=O.